From a dataset of HIV replication inhibition screening data with 41,000+ compounds from the AIDS Antiviral Screen. Binary Classification. Given a drug SMILES string, predict its activity (active/inactive) in a high-throughput screening assay against a specified biological target. (1) The drug is S=C1NC2(CCCCC2)NC12CCCCC2. The result is 0 (inactive). (2) The molecule is O=C(CCc1nnc2sc(=Cc3ccc(Cl)c(Cl)c3)c(=O)n12)Nc1ccc(Cl)c(Cl)c1. The result is 0 (inactive). (3) The drug is COc1ccc(-c2c3ccccc3c(-c3ccc(OC)cc3)c3ccccc23)cc1. The result is 0 (inactive). (4) The compound is COc1ccc(C=CC(=O)C(C)(C)C)cc1OC. The result is 0 (inactive). (5) The molecule is Oc1ccccc1C=NN=Cc1ccccc1O. The result is 0 (inactive). (6) The drug is COc1ccc(CCN2CCC(C#N)(c3ccc(OC)c(OC)c3)CC2)cc1OC.Cl. The result is 0 (inactive). (7) The compound is CCOC(=O)C1CCCC1S(=O)(=O)c1ccc(C)cc1. The result is 0 (inactive). (8) The compound is CCCCCCCCCC(=O)CC(=O)c1c(O)cc(O)cc1O. The result is 0 (inactive).